This data is from Reaction yield outcomes from USPTO patents with 853,638 reactions. The task is: Predict the reaction yield, written as a fraction of the theoretical maximum amount of product (1.0 means a 100% yield; for example, 0.34 means a 34% yield). (1) The reactants are [CH3:1][N:2]([CH2:4][C:5]1[CH:10]=[CH:9][C:8]([C:11]#[C:12][Si](C)(C)C)=[CH:7][CH:6]=1)[CH3:3].C(=O)([O-])[O-].[K+].[K+]. The catalyst is CO. The product is [CH3:3][N:2]([CH2:4][C:5]1[CH:6]=[CH:7][C:8]([C:11]#[CH:12])=[CH:9][CH:10]=1)[CH3:1]. The yield is 0.870. (2) The yield is 0.760. The reactants are [Cl:1][C:2]1[CH:3]=[C:4]([CH:10]([CH3:14])[C:11]([OH:13])=O)[CH:5]=[CH:6][C:7]=1[C:8]#[N:9].[N:15]1([C:20]2[C:25]([CH2:26][NH2:27])=[CH:24][CH:23]=[C:22]([C:28]([F:31])([F:30])[F:29])[N:21]=2)[CH2:19][CH2:18][CH2:17][CH2:16]1.CN(C)CCCN=C=NCC.ON1C2C=CC=CC=2N=N1.C(N(CC)CC)C. The product is [Cl:1][C:2]1[CH:3]=[C:4]([CH:10]([CH3:14])[C:11]([NH:27][CH2:26][C:25]2[C:20]([N:15]3[CH2:19][CH2:18][CH2:17][CH2:16]3)=[N:21][C:22]([C:28]([F:31])([F:29])[F:30])=[CH:23][CH:24]=2)=[O:13])[CH:5]=[CH:6][C:7]=1[C:8]#[N:9]. The catalyst is C(#N)C.C(OCC)(=O)C. (3) The reactants are [C:1]([C:5]1[CH:10]=[CH:9][C:8]([C:11]2[C:12]3[O:19][C:18]([C:20]4[CH:21]=[C:22]([NH2:26])[CH:23]=[N:24][CH:25]=4)=[CH:17][C:13]=3[CH:14]=[N:15][CH:16]=2)=[CH:7][CH:6]=1)([CH3:4])([CH3:3])[CH3:2].[N:27]([C:30]1[CH:35]=[CH:34][CH:33]=[CH:32][CH:31]=1)=[C:28]=[O:29]. The catalyst is O1CCCC1. The product is [C:1]([C:5]1[CH:10]=[CH:9][C:8]([C:11]2[C:12]3[O:19][C:18]([C:20]4[CH:21]=[C:22]([NH:26][C:28]([NH:27][C:30]5[CH:35]=[CH:34][CH:33]=[CH:32][CH:31]=5)=[O:29])[CH:23]=[N:24][CH:25]=4)=[CH:17][C:13]=3[CH:14]=[N:15][CH:16]=2)=[CH:7][CH:6]=1)([CH3:4])([CH3:2])[CH3:3]. The yield is 0.800. (4) The reactants are Cl[C:2]1[C:11]2[C:6](=[CH:7][C:8]([Cl:12])=[CH:9][CH:10]=2)[N:5]=[CH:4][CH:3]=1.N#N.CN(CCN(C)C)C.[BH4-].[Na+]. The catalyst is C1COCC1.[Cl-].[Na+].O. The product is [Cl:12][C:8]1[CH:7]=[C:6]2[C:11]([CH:2]=[CH:3][CH:4]=[N:5]2)=[CH:10][CH:9]=1. The yield is 0.650. (5) The reactants are [C:1]([O:5][C:6](=[O:17])[NH:7][C:8]1[N:16]=[C:11]2[CH:12]=[N:13][CH:14]=[CH:15][N:10]2[N:9]=1)([CH3:4])([CH3:3])[CH3:2]. The catalyst is [Pd].C(O)C. The product is [N:16]1[C:8]([NH:7][C:6](=[O:17])[O:5][C:1]([CH3:3])([CH3:2])[CH3:4])=[N:9][N:10]2[CH2:15][CH2:14][NH:13][CH2:12][C:11]=12. The yield is 0.680. (6) The reactants are [CH2:1]([O:8][C:9]1[C:13]([CH:14]([CH:16]2[CH2:21][CH2:20][CH2:19][CH2:18][CH2:17]2)O)=[CH:12][N:11]([C:22]2[CH:27]=[CH:26][CH:25]=[CH:24][CH:23]=2)[N:10]=1)[C:2]1[CH:7]=[CH:6][CH:5]=[CH:4][CH:3]=1.[NH2:28][C:29]1[CH:34]=[CH:33][C:32]([C:35]([N:37]([CH3:45])[CH2:38][CH2:39][C:40]([O:42]CC)=[O:41])=[O:36])=[CH:31][CH:30]=1. No catalyst specified. The product is [CH2:1]([O:8][C:9]1[C:13]([CH:14]([NH:28][C:29]2[CH:30]=[CH:31][C:32]([C:35]([N:37]([CH3:45])[CH2:38][CH2:39][C:40]([OH:42])=[O:41])=[O:36])=[CH:33][CH:34]=2)[CH:16]2[CH2:21][CH2:20][CH2:19][CH2:18][CH2:17]2)=[CH:12][N:11]([C:22]2[CH:27]=[CH:26][CH:25]=[CH:24][CH:23]=2)[N:10]=1)[C:2]1[CH:7]=[CH:6][CH:5]=[CH:4][CH:3]=1. The yield is 0.550. (7) The reactants are [OH:1][C@H:2]1[CH2:19][CH2:18][C@@:17]2([CH3:20])[C@@H:4]([CH2:5][CH2:6][C@:7]3([CH3:40])[C@@H:16]2[CH2:15][CH2:14][C@H:13]2[C@@:8]3([CH3:39])[CH2:9][CH2:10][C@@:11]3([NH:27][CH2:28][CH2:29][N:30]4[CH2:35][C@@H:34]5[CH2:36][C@H:31]4[CH2:32][S:33]5(=[O:38])=[O:37])[CH2:23][CH2:22][C@@H:21]([C:24]([CH3:26])=[CH2:25])[C@@H:12]32)[C:3]1([CH3:42])[CH3:41].C(N(CC)C(C)C)(C)C.[C:52]([O:56][C:57](=[O:65])[C:58]([CH3:64])([CH3:63])[CH2:59][C:60](O)=[O:61])([CH3:55])([CH3:54])[CH3:53].Cl.CN(C)CCCN=C=NCC. The catalyst is C(Cl)Cl.CN(C)C1C=CN=CC=1. The product is [CH3:63][C:58]([CH3:64])([CH2:59][C:60]([O:1][C@H:2]1[CH2:19][CH2:18][C@@:17]2([CH3:20])[C@@H:4]([CH2:5][CH2:6][C@:7]3([CH3:40])[C@@H:16]2[CH2:15][CH2:14][C@H:13]2[C@@:8]3([CH3:39])[CH2:9][CH2:10][C@@:11]3([NH:27][CH2:28][CH2:29][N:30]4[CH2:35][C@@H:34]5[CH2:36][C@H:31]4[CH2:32][S:33]5(=[O:38])=[O:37])[CH2:23][CH2:22][C@@H:21]([C:24]([CH3:26])=[CH2:25])[C@@H:12]32)[C:3]1([CH3:42])[CH3:41])=[O:61])[C:57]([O:56][C:52]([CH3:53])([CH3:54])[CH3:55])=[O:65]. The yield is 0.870. (8) The reactants are [Cl:1][C:2]1[CH:7]=[CH:6][C:5]([OH:8])=[CH:4][CH:3]=1.O[CH2:10][NH:11][C:12](=[O:15])[CH2:13][Cl:14].[OH-].[Na+]. The catalyst is C(O)(=O)C.S(=O)(=O)(O)O. The product is [Cl:1][C:2]1[CH:7]=[CH:6][C:5]([OH:8])=[C:4]([CH:3]=1)[CH2:10][NH:11][C:12](=[O:15])[CH2:13][Cl:14]. The yield is 0.550. (9) The reactants are [CH:1]([C:3]1[CH:4]=[CH:5][C:6]([NH:9][C:10](=[O:15])[C:11]([CH3:14])([CH3:13])[CH3:12])=[N:7][CH:8]=1)=[CH2:2]. The catalyst is CCO.[Pd]. The product is [CH2:1]([C:3]1[CH:4]=[CH:5][C:6]([NH:9][C:10](=[O:15])[C:11]([CH3:14])([CH3:13])[CH3:12])=[N:7][CH:8]=1)[CH3:2]. The yield is 0.950.